This data is from NCI-60 drug combinations with 297,098 pairs across 59 cell lines. The task is: Regression. Given two drug SMILES strings and cell line genomic features, predict the synergy score measuring deviation from expected non-interaction effect. (1) Drug 1: CCCCCOC(=O)NC1=NC(=O)N(C=C1F)C2C(C(C(O2)C)O)O. Drug 2: CC1C(C(CC(O1)OC2CC(CC3=C2C(=C4C(=C3O)C(=O)C5=CC=CC=C5C4=O)O)(C(=O)C)O)N)O. Cell line: MDA-MB-435. Synergy scores: CSS=38.2, Synergy_ZIP=-2.62, Synergy_Bliss=-5.89, Synergy_Loewe=-58.2, Synergy_HSA=-7.04. (2) Drug 1: CC1=C2C(C(=O)C3(C(CC4C(C3C(C(C2(C)C)(CC1OC(=O)C(C(C5=CC=CC=C5)NC(=O)C6=CC=CC=C6)O)O)OC(=O)C7=CC=CC=C7)(CO4)OC(=O)C)O)C)OC(=O)C. Drug 2: CC(C)CN1C=NC2=C1C3=CC=CC=C3N=C2N. Cell line: NCI/ADR-RES. Synergy scores: CSS=6.92, Synergy_ZIP=-2.73, Synergy_Bliss=1.01, Synergy_Loewe=-4.55, Synergy_HSA=-1.78. (3) Drug 1: C(CN)CNCCSP(=O)(O)O. Drug 2: CCC1(C2=C(COC1=O)C(=O)N3CC4=CC5=C(C=CC(=C5CN(C)C)O)N=C4C3=C2)O.Cl. Cell line: IGROV1. Synergy scores: CSS=18.6, Synergy_ZIP=-5.53, Synergy_Bliss=-2.34, Synergy_Loewe=-54.9, Synergy_HSA=-7.46.